From a dataset of Full USPTO retrosynthesis dataset with 1.9M reactions from patents (1976-2016). Predict the reactants needed to synthesize the given product. (1) Given the product [C:18]([CH:17]1[C:11](=[O:13])[CH2:10][CH2:9][N:8]([C:6]([O:5][C:1]([CH3:2])([CH3:3])[CH3:4])=[O:7])[CH2:16]1)#[N:19], predict the reactants needed to synthesize it. The reactants are: [C:1]([O:5][C:6]([N:8]([CH2:16][CH2:17][C:18]#[N:19])[CH2:9][CH2:10][C:11]([O:13]CC)=O)=[O:7])([CH3:4])([CH3:3])[CH3:2].[H-].[Na+].Cl. (2) Given the product [C:3]([OH:5])([C:2]([F:7])([F:6])[F:1])=[O:4].[I:8][C:9]1[S:10][C:11]2[CH:17]=[CH:16][CH:15]=[C:14]([O:18][C:19]3[CH:24]=[C:23]([C:25]4[CH:26]=[CH:27][C:28]([C:31]([F:34])([F:32])[F:33])=[CH:29][CH:30]=4)[N:22]=[CH:21][N:20]=3)[C:12]=2[N:13]=1.[F:66][C:43]([F:42])([F:67])[C:44]1[CH:49]=[CH:48][C:47]([C:50]2[N:55]=[CH:54][N:53]=[C:52]([O:56][C:57]3[C:62]4[N:63]=[CH:64][S:65][C:61]=4[CH:60]=[CH:59][CH:58]=3)[CH:51]=2)=[CH:46][CH:45]=1, predict the reactants needed to synthesize it. The reactants are: [F:1][C:2]([F:7])([F:6])[C:3]([OH:5])=[O:4].[I:8][C:9]1[S:10][C:11]2[CH:17]=[CH:16][CH:15]=[C:14]([O:18][C:19]3[CH:24]=[C:23]([C:25]4[CH:30]=[CH:29][C:28]([C:31]([F:34])([F:33])[F:32])=[CH:27][CH:26]=4)[N:22]=[CH:21][N:20]=3)[C:12]=2[N:13]=1.FC(F)(F)C(O)=O.[F:42][C:43]([F:67])([F:66])[C:44]1[CH:49]=[CH:48][C:47]([C:50]2[N:55]=[CH:54][N:53]=[C:52]([O:56][C:57]3[C:62]4[N:63]=[CH:64][S:65][C:61]=4[CH:60]=[CH:59][CH:58]=3)[CH:51]=2)=[CH:46][CH:45]=1.FC(F)(F)C1C=CC(C2N=CN=C(OC3C4N=C(N)SC=4C=CC=3)C=2)=CC=1.N(OCCC(C)C)=O.[I-].[Cs+].II. (3) Given the product [CH3:28][N:2]([CH3:1])[C:3]1([C:22]2[CH:23]=[CH:24][CH:25]=[CH:26][CH:27]=2)[CH2:8][CH2:7][C:6]([CH2:10][CH2:11][CH2:12][C:13]2[C:36]3[C:31](=[CH:32][CH:33]=[CH:34][CH:35]=3)[NH:30][C:14]=2[Si:15]([CH2:20][CH3:21])([CH2:18][CH3:19])[CH2:16][CH3:17])([OH:9])[CH2:5][CH2:4]1, predict the reactants needed to synthesize it. The reactants are: [CH3:1][N:2]([CH3:28])[C:3]1([C:22]2[CH:27]=[CH:26][CH:25]=[CH:24][CH:23]=2)[CH2:8][CH2:7][C:6]([CH2:10][CH2:11][CH2:12][C:13]#[C:14][Si:15]([CH2:20][CH3:21])([CH2:18][CH3:19])[CH2:16][CH3:17])([OH:9])[CH2:5][CH2:4]1.I[NH:30][C:31]1[CH:36]=[CH:35][CH:34]=[CH:33][CH:32]=1.C(=O)([O-])[O-].[Na+].[Na+]. (4) Given the product [CH3:1][O:2][C:3]1[CH:11]=[C:7]2[C:6](=[CH:5][CH:4]=1)[N:12]([CH3:24])[C:13]([C:15]1[CH:20]=[CH:19][CH:18]=[CH:17][CH:16]=1)=[N:10][C:8]2=[O:9], predict the reactants needed to synthesize it. The reactants are: [CH3:1][O:2][C:3]1[CH:4]=[CH:5][C:6]([NH:12][CH3:13])=[C:7]([CH:11]=1)[C:8]([NH2:10])=[O:9].C(Cl)(=O)[C:15]1[CH:20]=[CH:19][CH:18]=[CH:17][CH:16]=1.Cl[CH:24](Cl)Cl. (5) Given the product [F:26][C:21]1[CH:20]=[C:19]([C:17](=[O:18])[CH:16]=[CH:15][C:12]2[CH:13]=[CH:14][C:9]([CH:8]=[CH:7][C:6]([OH:27])=[O:5])=[CH:10][CH:11]=2)[CH:24]=[CH:23][C:22]=1[F:25], predict the reactants needed to synthesize it. The reactants are: C([O:5][C:6](=[O:27])[CH:7]=[CH:8][C:9]1[CH:14]=[CH:13][C:12]([CH:15]=[CH:16][C:17]([C:19]2[CH:24]=[CH:23][C:22]([F:25])=[C:21]([F:26])[CH:20]=2)=[O:18])=[CH:11][CH:10]=1)(C)(C)C.FC(F)(F)C(O)=O. (6) Given the product [C:14]1([C:24]2[O:1][N:2]=[C:3]([C:5]3[C:10]([N+:11]([O-:13])=[O:12])=[CH:9][CH:8]=[CH:7][N:6]=3)[N:4]=2)[C:23]2[C:18](=[CH:19][CH:20]=[CH:21][CH:22]=2)[CH:17]=[CH:16][CH:15]=1, predict the reactants needed to synthesize it. The reactants are: [OH:1][NH:2][C:3]([C:5]1[C:10]([N+:11]([O-:13])=[O:12])=[CH:9][CH:8]=[CH:7][N:6]=1)=[NH:4].[C:14]1([C:24](O)=O)[C:23]2[C:18](=[CH:19][CH:20]=[CH:21][CH:22]=2)[CH:17]=[CH:16][CH:15]=1.